Dataset: Full USPTO retrosynthesis dataset with 1.9M reactions from patents (1976-2016). Task: Predict the reactants needed to synthesize the given product. (1) Given the product [CH2:28]([O:27][C:25]([NH:19][C@H:6]1[C@@H:7]2[CH:13]=[CH:12][C@@H:11]([C@@H:10]3[C@H:8]2[CH2:9]3)[C@H:5]1[C:3]([O:2][CH3:1])=[O:4])=[O:26])[C:29]1[CH:38]=[CH:37][CH:36]=[CH:35][CH:34]=1, predict the reactants needed to synthesize it. The reactants are: [CH3:1][O:2][C:3]([CH:5]1[CH:11]2[CH:12]=[CH:13][CH:7]([CH:8]3[CH:10]2[CH2:9]3)[CH:6]1C(O)=O)=[O:4].C([N:19](CC)CC)C.Cl[C:25]([O:27][CH2:28][CH3:29])=[O:26].[N-]=[N+]=[N-].[Na+].[CH2:34](O)[C:35]1C=C[CH:38]=[CH:37][CH:36]=1. (2) Given the product [C:19]([C:17]1[CH:18]=[C:13]2[C:12]([C:21]3[CH:22]=[C:23]([CH:44]=[CH:45][CH:46]=3)[CH2:24][NH:25][C:26]([C:28]3[C:29](=[O:43])[N:30]([CH2:34][C:35]4[CH:40]=[CH:39][C:38]([F:41])=[C:37]([F:42])[CH:36]=4)[CH:31]=[CH:32][CH:33]=3)=[O:27])=[CH:11][NH:10][C:14]2=[N:15][CH:16]=1)#[N:20], predict the reactants needed to synthesize it. The reactants are: C1(S([N:10]2[C:14]3=[N:15][CH:16]=[C:17]([C:19]#[N:20])[CH:18]=[C:13]3[C:12]([C:21]3[CH:22]=[C:23]([CH:44]=[CH:45][CH:46]=3)[CH2:24][NH:25][C:26]([C:28]3[C:29](=[O:43])[N:30]([CH2:34][C:35]4[CH:40]=[CH:39][C:38]([F:41])=[C:37]([F:42])[CH:36]=4)[CH:31]=[CH:32][CH:33]=3)=[O:27])=[CH:11]2)(=O)=O)C=CC=CC=1.C(=O)([O-])[O-].[K+].[K+]. (3) Given the product [C:34]([CH:15]1[CH2:14][CH2:13][CH2:12][C:11]2[CH:18]=[C:7]([N:6]3[CH2:5][C@H:4]([CH2:19][NH:20][C:21](=[O:23])[CH3:22])[O:3][C:2]3=[O:1])[CH:8]=[CH:9][C:10]=2[C:16]1=[O:17])(=[O:38])[CH:35]([CH3:37])[CH3:36], predict the reactants needed to synthesize it. The reactants are: [O:1]=[C:2]1[N:6]([C:7]2[CH:8]=[CH:9][C:10]3[C:16](=[O:17])[CH2:15][CH2:14][CH2:13][CH2:12][C:11]=3[CH:18]=2)[CH2:5][C@H:4]([CH2:19][NH:20][C:21](=[O:23])[CH3:22])[O:3]1.[Li+].C[Si]([N-][Si](C)(C)C)(C)C.[C:34](Cl)(=[O:38])[CH:35]([CH3:37])[CH3:36].Cl. (4) Given the product [CH2:16]([N:13]1[CH2:14][CH2:15][N:10]([CH2:9][C:6]2[CH:5]=[CH:4][C:3]([NH2:1])=[N:8][CH:7]=2)[CH2:11][CH2:12]1)[CH3:17], predict the reactants needed to synthesize it. The reactants are: [NH3:1].Br[C:3]1[N:8]=[CH:7][C:6]([CH2:9][N:10]2[CH2:15][CH2:14][N:13]([CH2:16][CH3:17])[CH2:12][CH2:11]2)=[CH:5][CH:4]=1. (5) Given the product [O:8]1[CH2:9][CH2:10][N:5]([C:3]([CH2:2][O:31][C:29](=[O:30])[C@H:19]([CH2:20][O:21][CH2:22][C:23]2[CH:24]=[CH:25][CH:26]=[CH:27][CH:28]=2)[NH:18][C:11]([O:13][C:14]([CH3:16])([CH3:15])[CH3:17])=[O:12])=[O:4])[CH2:6][CH2:7]1, predict the reactants needed to synthesize it. The reactants are: Cl[CH2:2][C:3]([N:5]1[CH2:10][CH2:9][O:8][CH2:7][CH2:6]1)=[O:4].[C:11]([NH:18][C@H:19]([C:29]([OH:31])=[O:30])[CH2:20][O:21][CH2:22][C:23]1[CH:28]=[CH:27][CH:26]=[CH:25][CH:24]=1)([O:13][C:14]([CH3:17])([CH3:16])[CH3:15])=[O:12].C(N(CC)CC)C.[I-].[Na+]. (6) Given the product [Cl:1][C:2]1[C:3]([C:10]2[CH:11]=[N:12][C:13]([C:18]([F:21])([F:19])[F:20])=[CH:14][C:15]=2[C:16]#[N:17])=[CH:4][C:5]([S:23]([Cl:22])(=[O:25])=[O:24])=[C:6]([O:8][CH3:9])[CH:7]=1, predict the reactants needed to synthesize it. The reactants are: [Cl:1][C:2]1[CH:7]=[C:6]([O:8][CH3:9])[CH:5]=[CH:4][C:3]=1[C:10]1[C:15]([C:16]#[N:17])=[CH:14][C:13]([C:18]([F:21])([F:20])[F:19])=[N:12][CH:11]=1.[Cl:22][S:23](O)(=[O:25])=[O:24].